This data is from Reaction yield outcomes from USPTO patents with 853,638 reactions. The task is: Predict the reaction yield, written as a fraction of the theoretical maximum amount of product (1.0 means a 100% yield; for example, 0.34 means a 34% yield). (1) The reactants are [CH3:1][CH:2]([O:4][C:5]1[CH:6]=[CH:7][C:8]([CH:11]=[O:12])=[N:9][CH:10]=1)[CH3:3].[CH3:13][Mg]Br.Cl. The catalyst is O1CCCC1. The product is [CH3:3][CH:2]([O:4][C:5]1[CH:6]=[CH:7][C:8]([CH:11]([OH:12])[CH3:13])=[N:9][CH:10]=1)[CH3:1]. The yield is 0.980. (2) The reactants are [Cl:1][C:2]1[CH:7]=[CH:6][CH:5]=[C:4]([F:8])[C:3]=1[OH:9].C(=O)([O-])[O-].[K+].[K+].Cl[C:17]([F:22])([F:21])C([O-])=O.[Na+]. The catalyst is CN(C)C=O.O.Cl.C(OCC)C. The product is [Cl:1][C:2]1[CH:7]=[CH:6][CH:5]=[C:4]([F:8])[C:3]=1[O:9][CH:17]([F:22])[F:21]. The yield is 0.410.